From a dataset of NCI-60 drug combinations with 297,098 pairs across 59 cell lines. Regression. Given two drug SMILES strings and cell line genomic features, predict the synergy score measuring deviation from expected non-interaction effect. (1) Drug 1: C1=NC(=NC(=O)N1C2C(C(C(O2)CO)O)O)N. Drug 2: CC(C)(C#N)C1=CC(=CC(=C1)CN2C=NC=N2)C(C)(C)C#N. Cell line: MALME-3M. Synergy scores: CSS=3.50, Synergy_ZIP=0.0205, Synergy_Bliss=0.377, Synergy_Loewe=-0.674, Synergy_HSA=-0.468. (2) Drug 1: CC1=C(C=C(C=C1)NC2=NC=CC(=N2)N(C)C3=CC4=NN(C(=C4C=C3)C)C)S(=O)(=O)N.Cl. Drug 2: N.N.Cl[Pt+2]Cl. Cell line: HOP-92. Synergy scores: CSS=2.01, Synergy_ZIP=0.401, Synergy_Bliss=-1.96, Synergy_Loewe=-1.94, Synergy_HSA=-1.69. (3) Drug 1: CN(CC1=CN=C2C(=N1)C(=NC(=N2)N)N)C3=CC=C(C=C3)C(=O)NC(CCC(=O)O)C(=O)O. Drug 2: CCCCCOC(=O)NC1=NC(=O)N(C=C1F)C2C(C(C(O2)C)O)O. Cell line: 786-0. Synergy scores: CSS=5.07, Synergy_ZIP=1.57, Synergy_Bliss=3.30, Synergy_Loewe=1.43, Synergy_HSA=-0.310. (4) Drug 1: CC1=C2C(C(=O)C3(C(CC4C(C3C(C(C2(C)C)(CC1OC(=O)C(C(C5=CC=CC=C5)NC(=O)OC(C)(C)C)O)O)OC(=O)C6=CC=CC=C6)(CO4)OC(=O)C)OC)C)OC. Cell line: HCT116. Synergy scores: CSS=30.4, Synergy_ZIP=-3.65, Synergy_Bliss=-12.5, Synergy_Loewe=-47.8, Synergy_HSA=-12.1. Drug 2: COC1=C2C(=CC3=C1OC=C3)C=CC(=O)O2. (5) Drug 1: CC12CCC(CC1=CCC3C2CCC4(C3CC=C4C5=CN=CC=C5)C)O. Drug 2: CCC1(C2=C(COC1=O)C(=O)N3CC4=CC5=C(C=CC(=C5CN(C)C)O)N=C4C3=C2)O.Cl. Cell line: SF-295. Synergy scores: CSS=16.2, Synergy_ZIP=-11.5, Synergy_Bliss=-4.85, Synergy_Loewe=-26.0, Synergy_HSA=-3.30.